Dataset: Forward reaction prediction with 1.9M reactions from USPTO patents (1976-2016). Task: Predict the product of the given reaction. (1) Given the reactants [C:1]([C:5]1[N:10]=[C:9]([O:11][CH2:12][CH3:13])[C:8]([C:14]2[N:15]([C:35](Cl)=[O:36])[C:16]([C:28]3[CH:33]=[CH:32][C:31]([Cl:34])=[CH:30][CH:29]=3)([CH3:27])[C:17]([C:20]3[CH:25]=[CH:24][C:23]([Cl:26])=[CH:22][CH:21]=3)([CH3:19])[N:18]=2)=[CH:7][N:6]=1)([CH3:4])([CH3:3])[CH3:2].[CH3:38][N:39]([CH3:48])[C:40]([N:42]1[CH2:47][CH2:46][NH:45][CH2:44][CH2:43]1)=[O:41], predict the reaction product. The product is: [CH3:38][N:39]([CH3:48])[C:40]([N:42]1[CH2:43][CH2:44][N:45]([C:35]([N:15]2[C:16]([C:28]3[CH:33]=[CH:32][C:31]([Cl:34])=[CH:30][CH:29]=3)([CH3:27])[C:17]([C:20]3[CH:25]=[CH:24][C:23]([Cl:26])=[CH:22][CH:21]=3)([CH3:19])[N:18]=[C:14]2[C:8]2[C:9]([O:11][CH2:12][CH3:13])=[N:10][C:5]([C:1]([CH3:2])([CH3:4])[CH3:3])=[N:6][CH:7]=2)=[O:36])[CH2:46][CH2:47]1)=[O:41]. (2) Given the reactants [F:1][C:2]1[CH:3]=[C:4]2[C:9](=[CH:10][CH:11]=1)[N:8]=[C:7]([O:12][CH3:13])[C:6]([NH:14][C:15](=[O:19])OCC)=[N:5]2.[CH3:20][C:21]1[CH:22]=[C:23]([N:27]2[CH2:32][CH2:31][NH:30][CH2:29][CH2:28]2)[CH:24]=[CH:25][CH:26]=1, predict the reaction product. The product is: [F:1][C:2]1[CH:3]=[C:4]2[C:9](=[CH:10][CH:11]=1)[N:8]=[C:7]([O:12][CH3:13])[C:6]([NH:14][C:15]([N:30]1[CH2:31][CH2:32][N:27]([C:23]3[CH:24]=[CH:25][CH:26]=[C:21]([CH3:20])[CH:22]=3)[CH2:28][CH2:29]1)=[O:19])=[N:5]2. (3) Given the reactants [Br:1][C:2]1[CH:7]=[CH:6][C:5]([C:8]2[N:13]=[N:12][C:11]([NH2:14])=[N:10][CH:9]=2)=[CH:4][CH:3]=1.Cl[CH:16]([C:19]1([C:22]2[CH:23]=[C:24]3[C:29](=[CH:30][CH:31]=2)[N:28]=[CH:27][CH:26]=[CH:25]3)[CH2:21][CH2:20]1)[CH:17]=O, predict the reaction product. The product is: [Br:1][C:2]1[CH:3]=[CH:4][C:5]([C:8]2[CH:9]=[N:10][C:11]3[N:12]([C:16]([C:19]4([C:22]5[CH:23]=[C:24]6[C:29](=[CH:30][CH:31]=5)[N:28]=[CH:27][CH:26]=[CH:25]6)[CH2:21][CH2:20]4)=[CH:17][N:14]=3)[N:13]=2)=[CH:6][CH:7]=1.